Task: Predict the reactants needed to synthesize the given product.. Dataset: Full USPTO retrosynthesis dataset with 1.9M reactions from patents (1976-2016) (1) Given the product [Cl:2][C:3]1[CH:4]=[CH:5][N:6]=[CH:7][C:8]=1[C:9]([NH:13][CH3:12])=[O:10], predict the reactants needed to synthesize it. The reactants are: Cl.[Cl:2][C:3]1[C:8]([C:9](Cl)=[O:10])=[CH:7][N:6]=[CH:5][CH:4]=1.[CH3:12][NH2:13]. (2) Given the product [F:22][C:21]1[C:2]([C:24]#[C:23][C@:25]2([OH:32])[CH2:29][CH2:28][N:27]([CH3:30])[C:26]2=[O:31])=[CH:3][C:4]2[C:10]3[N:11]=[C:12]([C:14]([O:16][CH2:17][CH3:18])=[O:15])[S:13][C:9]=3[CH:8]([OH:19])[CH2:7][O:6][C:5]=2[CH:20]=1, predict the reactants needed to synthesize it. The reactants are: Br[C:2]1[C:21]([F:22])=[CH:20][C:5]2[O:6][CH2:7][CH:8]([OH:19])[C:9]3[S:13][C:12]([C:14]([O:16][CH2:17][CH3:18])=[O:15])=[N:11][C:10]=3[C:4]=2[CH:3]=1.[C:23]([C@:25]1([OH:32])[CH2:29][CH2:28][N:27]([CH3:30])[C:26]1=[O:31])#[CH:24]. (3) Given the product [Cl:29][C:23]1[CH:24]=[CH:25][C:26]([Cl:28])=[CH:27][C:22]=1[C:21]1[C:15]2[O:14][CH:13]([CH2:12][NH:32][CH3:31])[CH2:17][C:16]=2[CH:18]=[C:19]([CH3:30])[CH:20]=1, predict the reactants needed to synthesize it. The reactants are: CC1C=CC(S(O[CH2:12][CH:13]2[CH2:17][C:16]3[CH:18]=[C:19]([CH3:30])[CH:20]=[C:21]([C:22]4[CH:27]=[C:26]([Cl:28])[CH:25]=[CH:24][C:23]=4[Cl:29])[C:15]=3[O:14]2)(=O)=O)=CC=1.[CH3:31][NH2:32]. (4) Given the product [F:15][C:14]1[C:8]2[NH:9][C:10](=[O:13])[CH2:11][O:12][C:7]=2[CH:6]=[CH:5][C:4]=1[CH2:3][CH2:2][N:38]1[CH2:39][CH2:40][N:35]([C:31]2[CH:30]=[CH:29][CH:28]=[C:27]3[C:32]=2[CH:33]=[CH:34][C:25]([CH3:24])=[N:26]3)[CH2:36][CH2:37]1, predict the reactants needed to synthesize it. The reactants are: Cl[CH2:2][CH2:3][C:4]1[CH:5]=[CH:6][C:7]2[O:12][CH2:11][C:10](=[O:13])[NH:9][C:8]=2[C:14]=1[F:15].[I-].[Na+].C(=O)([O-])[O-].[Na+].[Na+].[CH3:24][C:25]1[CH:34]=[CH:33][C:32]2[C:27](=[CH:28][CH:29]=[CH:30][C:31]=2[N:35]2[CH2:40][CH2:39][NH:38][CH2:37][CH2:36]2)[N:26]=1. (5) Given the product [Cl:9][C:10]1[CH:15]=[CH:14][C:13]([C:16]([N:22]2[C:30]3[C:25](=[C:26]([NH:31][S:32]([CH3:35])(=[O:33])=[O:34])[CH:27]=[CH:28][CH:29]=3)[CH:24]=[CH:23]2)([CH2:20][CH3:21])[C:17]([OH:19])([CH3:18])[CH2:2][C:1]#[N:3])=[CH:12][CH:11]=1, predict the reactants needed to synthesize it. The reactants are: [C:1](#[N:3])[CH3:2].[Li]CCCC.[Cl:9][C:10]1[CH:15]=[CH:14][C:13]([C:16]([N:22]2[C:30]3[C:25](=[C:26]([NH:31][S:32]([CH3:35])(=[O:34])=[O:33])[CH:27]=[CH:28][CH:29]=3)[CH:24]=[CH:23]2)([CH2:20][CH3:21])[C:17](=[O:19])[CH3:18])=[CH:12][CH:11]=1. (6) Given the product [Cl:1][C:2]1[CH:14]=[CH:13][CH:12]=[C:4]2[C:3]=1[CH:15]=[C:10]([C:11]1[CH:39]=[CH:38][C:26]([C:27]([NH:29][CH2:30][CH:31]3[CH2:36][CH2:35][N:34]([CH3:37])[CH2:33][CH2:32]3)=[O:28])=[CH:25][CH:24]=1)[NH:7][C:5]2=[O:6], predict the reactants needed to synthesize it. The reactants are: [Cl:1][C:2]1[C:3]([CH3:15])=[C:4]([CH:12]=[CH:13][CH:14]=1)[C:5]([N:7]([CH2:10][CH3:11])CC)=[O:6].[Li]CCCC.C(C1[CH:39]=[CH:38][C:26]([C:27]([NH:29][CH2:30][CH:31]2[CH2:36][CH2:35][N:34]([CH3:37])[CH2:33][CH2:32]2)=[O:28])=[CH:25][CH:24]=1)#N. (7) Given the product [B:10]1([OH:11])[C:5]2[CH:4]=[CH:3][C:2]([OH:1])=[CH:9][C:6]=2[CH2:13][O:14]1, predict the reactants needed to synthesize it. The reactants are: [OH:1][C:2]1[CH:3]=[CH:4][C:5]([B:10]2[O:14][C:13](C)(C)C(C)(C)[O:11]2)=[C:6]([CH:9]=1)C=O.[BH4-].[Na+].O.Cl.